The task is: Regression. Given two drug SMILES strings and cell line genomic features, predict the synergy score measuring deviation from expected non-interaction effect.. This data is from NCI-60 drug combinations with 297,098 pairs across 59 cell lines. (1) Drug 1: C1CN1P(=S)(N2CC2)N3CC3. Drug 2: C1CN(P(=O)(OC1)NCCCl)CCCl. Cell line: HCC-2998. Synergy scores: CSS=17.8, Synergy_ZIP=-3.81, Synergy_Bliss=-5.42, Synergy_Loewe=-43.8, Synergy_HSA=-5.60. (2) Drug 1: CC1=CC2C(CCC3(C2CCC3(C(=O)C)OC(=O)C)C)C4(C1=CC(=O)CC4)C. Drug 2: C1CCC(C(C1)N)N.C(=O)(C(=O)[O-])[O-].[Pt+4]. Cell line: LOX IMVI. Synergy scores: CSS=-2.47, Synergy_ZIP=-2.59, Synergy_Bliss=-8.43, Synergy_Loewe=-21.8, Synergy_HSA=-7.27. (3) Drug 1: COC1=CC(=CC(=C1O)OC)C2C3C(COC3=O)C(C4=CC5=C(C=C24)OCO5)OC6C(C(C7C(O6)COC(O7)C8=CC=CS8)O)O. Drug 2: C1CC(C1)(C(=O)O)C(=O)O.[NH2-].[NH2-].[Pt+2]. Cell line: RXF 393. Synergy scores: CSS=51.7, Synergy_ZIP=-7.88, Synergy_Bliss=-5.68, Synergy_Loewe=-3.68, Synergy_HSA=-1.71. (4) Drug 1: C1CCC(C1)C(CC#N)N2C=C(C=N2)C3=C4C=CNC4=NC=N3. Drug 2: CC1CCC2CC(C(=CC=CC=CC(CC(C(=O)C(C(C(=CC(C(=O)CC(OC(=O)C3CCCCN3C(=O)C(=O)C1(O2)O)C(C)CC4CCC(C(C4)OC)OCCO)C)C)O)OC)C)C)C)OC. Cell line: SN12C. Synergy scores: CSS=18.7, Synergy_ZIP=-6.41, Synergy_Bliss=-1.50, Synergy_Loewe=-1.18, Synergy_HSA=1.66. (5) Drug 1: CC1=C2C(C(=O)C3(C(CC4C(C3C(C(C2(C)C)(CC1OC(=O)C(C(C5=CC=CC=C5)NC(=O)C6=CC=CC=C6)O)O)OC(=O)C7=CC=CC=C7)(CO4)OC(=O)C)O)C)OC(=O)C. Drug 2: COCCOC1=C(C=C2C(=C1)C(=NC=N2)NC3=CC=CC(=C3)C#C)OCCOC.Cl. Cell line: SW-620. Synergy scores: CSS=41.1, Synergy_ZIP=3.09, Synergy_Bliss=2.76, Synergy_Loewe=-27.7, Synergy_HSA=0.784. (6) Drug 2: C1CCC(C(C1)[NH-])[NH-].C(=O)(C(=O)[O-])[O-].[Pt+4]. Synergy scores: CSS=61.9, Synergy_ZIP=-0.488, Synergy_Bliss=-3.99, Synergy_Loewe=-6.04, Synergy_HSA=1.15. Cell line: NCI-H460. Drug 1: C1=CC=C(C=C1)NC(=O)CCCCCCC(=O)NO.